Dataset: Reaction yield outcomes from USPTO patents with 853,638 reactions. Task: Predict the reaction yield, written as a fraction of the theoretical maximum amount of product (1.0 means a 100% yield; for example, 0.34 means a 34% yield). (1) The reactants are Cl[C:2]1[CH:3]=[C:4]([C:9]2[N:13]3[C:14]4[N:22]=[C:21]([O:23][CH3:24])[CH:20]=[CH:19][C:15]=4[N:16]=[C:17]([CH3:18])[C:12]3=[C:11]([CH3:25])[N:10]=2)[CH:5]=C(Cl)C=1.[O:26]1C=CC(B(O)O)=C1.C([O-])([O-])=O.[K+].[K+]. The catalyst is C1C=CC([P]([Pd]([P](C2C=CC=CC=2)(C2C=CC=CC=2)C2C=CC=CC=2)([P](C2C=CC=CC=2)(C2C=CC=CC=2)C2C=CC=CC=2)[P](C2C=CC=CC=2)(C2C=CC=CC=2)C2C=CC=CC=2)(C2C=CC=CC=2)C2C=CC=CC=2)=CC=1. The product is [O:26]1[CH:2]=[CH:3][C:4]([C:9]2[N:13]3[C:14]4[N:22]=[C:21]([O:23][CH3:24])[CH:20]=[CH:19][C:15]=4[N:16]=[C:17]([CH3:18])[C:12]3=[C:11]([CH3:25])[N:10]=2)=[CH:5]1. The yield is 0.600. (2) The reactants are [OH:1][CH:2]([C:22]1[CH:23]=[CH:24][C:25]2[O:30][CH2:29][C:28](=[O:31])[NH:27][C:26]=2[CH:32]=1)[CH2:3][CH2:4][N:5]1[CH2:10][CH2:9][N:8]([C:11]2[CH:20]=[CH:19][CH:18]=[C:17]3[C:12]=2[CH:13]=[CH:14][C:15]([CH3:21])=[N:16]3)[CH2:7][CH2:6]1.[CH3:33]O. The catalyst is FC(F)(F)C(O)=O. The product is [CH3:33][O:1][CH:2]([C:22]1[CH:23]=[CH:24][C:25]2[O:30][CH2:29][C:28](=[O:31])[NH:27][C:26]=2[CH:32]=1)[CH2:3][CH2:4][N:5]1[CH2:6][CH2:7][N:8]([C:11]2[CH:20]=[CH:19][CH:18]=[C:17]3[C:12]=2[CH:13]=[CH:14][C:15]([CH3:21])=[N:16]3)[CH2:9][CH2:10]1. The yield is 0.170. (3) The reactants are [BH4-].[Li+].Cl[Si](C)(C)C.[CH:8]1([C:11]2[C:16](/[CH:17]=[CH:18]/[N+:19]([O-])=O)=[CH:15][CH:14]=[C:13]([C:22]([F:25])([F:24])[F:23])[N:12]=2)[CH2:10][CH2:9]1. The catalyst is C1COCC1. The product is [CH:8]1([C:11]2[C:16]([CH2:17][CH2:18][NH2:19])=[CH:15][CH:14]=[C:13]([C:22]([F:25])([F:23])[F:24])[N:12]=2)[CH2:10][CH2:9]1. The yield is 0.972. (4) The reactants are [CH:1]([N:4]1[CH2:9][CH2:8][NH:7][CH2:6][CH2:5]1)([CH3:3])[CH3:2].C1N=C[N:12]([C:15](N2C=NC=C2)=[S:16])C=1.N. The catalyst is C1COCC1. The product is [CH:1]([N:4]1[CH2:9][CH2:8][N:7]([C:15](=[S:16])[NH2:12])[CH2:6][CH2:5]1)([CH3:3])[CH3:2]. The yield is 0.970. (5) The reactants are [Cl:1][C:2]1[CH:35]=[CH:34][C:5]([CH2:6][O:7][NH:8][C:9]([C:11]2[CH:33]=[CH:32][C:14]([O:15][C:16]3[CH:25]=[C:24]4[C:19]([CH:20]([C:26]([O:28]C)=[O:27])[CH2:21][CH2:22][O:23]4)=[CH:18][C:17]=3[C:30]#[N:31])=[CH:13][CH:12]=2)=[O:10])=[CH:4][CH:3]=1.[OH-].[Na+].O.CO. The catalyst is C1COCC1.Cl.C(OCC)(=O)C. The product is [Cl:1][C:2]1[CH:3]=[CH:4][C:5]([CH2:6][O:7][NH:8][C:9]([C:11]2[CH:33]=[CH:32][C:14]([O:15][C:16]3[CH:25]=[C:24]4[C:19]([CH:20]([C:26]([OH:28])=[O:27])[CH2:21][CH2:22][O:23]4)=[CH:18][C:17]=3[C:30]#[N:31])=[CH:13][CH:12]=2)=[O:10])=[CH:34][CH:35]=1. The yield is 0.823. (6) The reactants are [CH2:1]([O:3][C:4]([C:6]1[O:7][C:8]2[C:13]([C:14](=[O:16])[CH:15]=1)=[CH:12][C:11]([O:17][CH3:18])=[CH:10][C:9]=2Br)=[O:5])[CH3:2].[CH3:20][O:21][CH2:22][CH2:23][N:24]1[CH2:29][CH2:28][NH:27][CH2:26][CH2:25]1. No catalyst specified. The product is [CH2:1]([O:3][C:4]([C:6]1[O:7][C:8]2[C:13]([C:14](=[O:16])[CH:15]=1)=[CH:12][C:11]([O:17][CH3:18])=[CH:10][C:9]=2[N:27]1[CH2:28][CH2:29][N:24]([CH2:23][CH2:22][O:21][CH3:20])[CH2:25][CH2:26]1)=[O:5])[CH3:2]. The yield is 0.360. (7) The reactants are [C:1]1([NH:7][C:8]([C:10]2([C:13]([OH:15])=O)[CH2:12][CH2:11]2)=[O:9])[CH:6]=[CH:5][CH:4]=[CH:3][CH:2]=1.[NH2:16][C:17]1[CH:38]=[CH:37][C:20]([O:21][C:22]2[CH:36]=[CH:35][C:25]3[N:26]=[C:27]([NH:29][C:30]([CH:32]4[CH2:34][CH2:33]4)=[O:31])[S:28][C:24]=3[CH:23]=2)=[C:19]([F:39])[CH:18]=1.O. The catalyst is O1CCCC1.CN(C)C=O.CN(C)C(=O)C.C(Cl)(=O)C(Cl)=O. The product is [CH:32]1([C:30]([NH:29][C:27]2[S:28][C:24]3[CH:23]=[C:22]([O:21][C:20]4[CH:37]=[CH:38][C:17]([NH:16][C:13]([C:10]5([C:8]([NH:7][C:1]6[CH:2]=[CH:3][CH:4]=[CH:5][CH:6]=6)=[O:9])[CH2:11][CH2:12]5)=[O:15])=[CH:18][C:19]=4[F:39])[CH:36]=[CH:35][C:25]=3[N:26]=2)=[O:31])[CH2:33][CH2:34]1. The yield is 0.570. (8) The catalyst is CC(C)=O.C(OCC)(=O)C.O. The reactants are [Cl:1][C:2]1[CH:3]=[C:4]([CH2:20][CH2:21][OH:22])[CH:5]=[C:6]([Cl:19])[C:7]=1[S:8][C:9]1[N:10]=[N:11][C:12]([Cl:18])=[C:13]([CH:15]([CH3:17])[CH3:16])[CH:14]=1.CC(C)=[O:25].OS(O)(=O)=O.O=[Cr](=O)=O.CC(O)C. The product is [Cl:19][C:6]1[CH:5]=[C:4]([CH2:20][C:21]([OH:25])=[O:22])[CH:3]=[C:2]([Cl:1])[C:7]=1[S:8][C:9]1[N:10]=[N:11][C:12]([Cl:18])=[C:13]([CH:15]([CH3:17])[CH3:16])[CH:14]=1. The yield is 0.890.